The task is: Regression. Given two drug SMILES strings and cell line genomic features, predict the synergy score measuring deviation from expected non-interaction effect.. This data is from NCI-60 drug combinations with 297,098 pairs across 59 cell lines. Drug 1: CS(=O)(=O)C1=CC(=C(C=C1)C(=O)NC2=CC(=C(C=C2)Cl)C3=CC=CC=N3)Cl. Drug 2: CCC1(C2=C(COC1=O)C(=O)N3CC4=CC5=C(C=CC(=C5CN(C)C)O)N=C4C3=C2)O.Cl. Cell line: HS 578T. Synergy scores: CSS=6.89, Synergy_ZIP=1.35, Synergy_Bliss=7.63, Synergy_Loewe=-7.24, Synergy_HSA=0.894.